Task: Predict the product of the given reaction.. Dataset: Forward reaction prediction with 1.9M reactions from USPTO patents (1976-2016) (1) The product is: [CH3:81][O:82][C:83](=[O:93])[CH2:84][C:85]1[CH:90]=[CH:89][C:88]([C:51]2[CH:56]=[CH:55][C:54]([C:22]([C:19]3[CH:20]=[CH:21][C:16]([CH2:15][CH2:14][CH:9]([O:8][Si:5]([C:1]([CH3:3])([CH3:2])[CH3:4])([CH3:7])[CH3:6])[C:10]([CH3:11])([CH3:12])[CH3:13])=[C:17]([CH3:43])[CH:18]=3)([CH2:95][CH3:96])[CH2:23][CH3:24])=[CH:53][C:52]=2[CH3:57])=[CH:87][C:86]=1[Cl:92]. Given the reactants [C:1]([Si:5]([O:8][CH:9]([CH2:14][CH2:15][C:16]1[CH:21]=[CH:20][C:19]([CH:22](CC)[CH2:23][CH2:24]C2(B3OC(C)(C)C(C)(C)O3)C=CC=C(C)C2)=[CH:18][C:17]=1[CH3:43])[C:10]([CH3:13])([CH3:12])[CH3:11])([CH3:7])[CH3:6])([CH3:4])([CH3:3])[CH3:2].C1(P(C2CCCCC2)[C:51]2[CH:56]=[CH:55][CH:54]=[CH:53][C:52]=2[C:57]2C(OC)=CC=CC=2OC)CCCCC1.P([O-])([O-])([O-])=O.[K+].[K+].[K+].[CH3:81][O:82][C:83](=[O:93])[CH2:84][C:85]1[CH:90]=[CH:89][C:88](Cl)=[CH:87][C:86]=1[Cl:92].[N].[CH2:95](OCC)[CH3:96], predict the reaction product. (2) Given the reactants [O:1]([C@@H:12]1[C@@H:32]([OH:33])[C@@H:31]([OH:34])[C@@H:30]([CH2:35][OH:36])[O:29][C@H:13]1[O:14][C@@H]1[C@@H](CO)OC(O)[C@H](NC(C)=O)[C@H]1O)[C@@H:2]1[O:10][C@@H:9]([CH3:11])[C@@H:7]([OH:8])[C@@H:5]([OH:6])[C@@H:3]1[OH:4].O([C@@H]1[C@@H](O)[C@@H](O)[C@@H](CO)O[C@H]1O[C@@H]1[C@@H](CO)OC(O)[C@H](O)[C@H]1O)[C@@H]1O[C@@H](C)[C@@H](O)[C@@H](O)[C@@H]1O, predict the reaction product. The product is: [O:1]([C@@H:12]1[C@@H:32]([OH:33])[C@@H:31]([OH:34])[C@@H:30]([CH2:35][OH:36])[O:29][CH:13]1[OH:14])[C@@H:2]1[O:10][C@@H:9]([CH3:11])[C@@H:7]([OH:8])[C@@H:5]([OH:6])[C@@H:3]1[OH:4]. (3) Given the reactants C([O:8][C:9]1[CH:17]=[C:16]2[C:12]([C:13]3([CH2:29][N:28]([CH3:30])[CH2:27]3)[CH2:14][N:15]2CC2C=CC(OC)=CC=2)=[CH:11][CH:10]=1)C1C=CC=CC=1.[ClH:31].O, predict the reaction product. The product is: [ClH:31].[CH3:30][N:28]1[CH2:27][C:13]2([C:12]3[C:16](=[CH:17][C:9]([OH:8])=[CH:10][CH:11]=3)[NH:15][CH2:14]2)[CH2:29]1.